Dataset: Reaction yield outcomes from USPTO patents with 853,638 reactions. Task: Predict the reaction yield, written as a fraction of the theoretical maximum amount of product (1.0 means a 100% yield; for example, 0.34 means a 34% yield). The reactants are [Cl:1][C:2]1[CH:7]=[CH:6][CH:5]=[CH:4][C:3]=1[S:8]([N:11]1[CH2:16][CH2:15][N:14]([C:17]2[S:18][CH:19]=[C:20]([C:22]([OH:24])=O)[N:21]=2)[CH2:13][CH2:12]1)(=[O:10])=[O:9].CC[N:27]=C=NCCCN(C)C.C1C=CC2N(O)N=NC=2C=1.C([O-])=O.[NH4+]. The catalyst is CN(C=O)C. The product is [Cl:1][C:2]1[CH:7]=[CH:6][CH:5]=[CH:4][C:3]=1[S:8]([N:11]1[CH2:16][CH2:15][N:14]([C:17]2[S:18][CH:19]=[C:20]([C:22]([NH2:27])=[O:24])[N:21]=2)[CH2:13][CH2:12]1)(=[O:10])=[O:9]. The yield is 0.370.